This data is from Catalyst prediction with 721,799 reactions and 888 catalyst types from USPTO. The task is: Predict which catalyst facilitates the given reaction. (1) Reactant: [C:1]1([CH:7]([C:9]2[CH:17]=[C:16]3[C:12]([C:13]([CH:26]=[CH:27][C:28]4[CH:33]=[CH:32][CH:31]=[CH:30][CH:29]=4)=[N:14][N:15]3[CH2:18][O:19][CH2:20][CH2:21][Si:22]([CH3:25])([CH3:24])[CH3:23])=[CH:11][CH:10]=2)[OH:8])[CH:6]=[CH:5][CH:4]=[CH:3][CH:2]=1.CC(OI1(OC(C)=O)(OC(C)=O)OC(=O)C2C=CC=CC1=2)=O. Product: [C:1]1([C:7]([C:9]2[CH:17]=[C:16]3[C:12]([C:13]([CH:26]=[CH:27][C:28]4[CH:29]=[CH:30][CH:31]=[CH:32][CH:33]=4)=[N:14][N:15]3[CH2:18][O:19][CH2:20][CH2:21][Si:22]([CH3:25])([CH3:24])[CH3:23])=[CH:11][CH:10]=2)=[O:8])[CH:2]=[CH:3][CH:4]=[CH:5][CH:6]=1. The catalyst class is: 665. (2) Reactant: [C:1]([N:8]1[CH2:16][CH2:15][CH:11]([C:12](O)=[O:13])[CH2:10][CH2:9]1)([O:3][C:4]([CH3:7])([CH3:6])[CH3:5])=[O:2].[C:17](N1C=CN=C1)([N:19]1C=CN=[CH:20]1)=O.Cl.CNC.C(N(CC)CC)C. Product: [C:4]([O:3][C:1]([N:8]1[CH2:16][CH2:15][CH:11]([C:12](=[O:13])[N:19]([CH3:20])[CH3:17])[CH2:10][CH2:9]1)=[O:2])([CH3:7])([CH3:6])[CH3:5]. The catalyst class is: 39. (3) The catalyst class is: 243. Product: [OH:6][CH2:7][CH:8]1[O:12][C:11](=[O:13])[N:10]([C:14]2[CH:15]=[CH:16][C:17]3[C:23](=[O:24])[CH2:22][CH2:21][CH2:20][O:19][C:18]=3[CH:25]=2)[CH2:9]1. Reactant: C([O:6][CH2:7][CH:8]1[O:12][C:11](=[O:13])[N:10]([C:14]2[CH:15]=[CH:16][C:17]3[C:23](=[O:24])[CH2:22][CH2:21][CH2:20][O:19][C:18]=3[CH:25]=2)[CH2:9]1)(=O)CCC.[OH-].[K+].CO. (4) Reactant: FC(F)(F)C(O)=O.C(OC([N:15]1[CH2:20][CH2:19][CH:18]([C:21]2[C:22]([O:31][CH3:32])=[N:23][N:24]([CH3:30])[C:25]=2[C:26]([F:29])([F:28])[F:27])[CH2:17][CH2:16]1)=O)(C)(C)C. Product: [CH3:32][O:31][C:22]1[C:21]([CH:18]2[CH2:17][CH2:16][NH:15][CH2:20][CH2:19]2)=[C:25]([C:26]([F:28])([F:27])[F:29])[N:24]([CH3:30])[N:23]=1. The catalyst class is: 2. (5) Reactant: [Br-:1].[Li+].[C:3]1(=[O:20])[N:7]([CH2:8][CH:9]2[CH2:13]OS(=O)[O:10]2)[C:6](=[O:15])[C:5]2=[CH:16][CH:17]=[CH:18][CH:19]=[C:4]12. Product: [C:3]1(=[O:20])[N:7]([CH2:8][C@@H:9]([OH:10])[CH2:13][Br:1])[C:6](=[O:15])[C:5]2=[CH:16][CH:17]=[CH:18][CH:19]=[C:4]12. The catalyst class is: 21. (6) Reactant: Br[C:2]1[CH:11]=[C:10]2[C:5]([N:6]=[CH:7][C:8]([C:12]3[CH:13]=[N:14][N:15]([CH3:17])[CH:16]=3)=[N:9]2)=[CH:4][CH:3]=1.CC1(C)C(C)(C)OB([C:26]2[CH2:27][CH2:28][N:29]([C:32]([O:34][C:35]([CH3:38])([CH3:37])[CH3:36])=[O:33])[CH2:30][CH:31]=2)O1.C(=O)([O-])[O-].[Na+].[Na+]. Product: [CH3:17][N:15]1[CH:16]=[C:12]([C:8]2[CH:7]=[N:6][C:5]3[C:10]([N:9]=2)=[CH:11][C:2]([C:26]2[CH2:31][CH2:30][N:29]([C:32]([O:34][C:35]([CH3:38])([CH3:37])[CH3:36])=[O:33])[CH2:28][CH:27]=2)=[CH:3][CH:4]=3)[CH:13]=[N:14]1. The catalyst class is: 70. (7) Reactant: [NH2:1][C:2]1[C:7]([Cl:8])=[C:6]([O:9][C:10]2[CH:15]=[CH:14][CH:13]=[CH:12][CH:11]=2)[N:5]=[C:4]([C:16]([O:18]C)=[O:17])[C:3]=1[Cl:20].[OH-].[Na+].Cl. Product: [NH2:1][C:2]1[C:7]([Cl:8])=[C:6]([O:9][C:10]2[CH:15]=[CH:14][CH:13]=[CH:12][CH:11]=2)[N:5]=[C:4]([C:16]([OH:18])=[O:17])[C:3]=1[Cl:20]. The catalyst class is: 24. (8) Reactant: Cl[C:2]1[CH:7]=[C:6]([Cl:8])[N:5]=[C:4]([NH2:9])[N:3]=1.[Cl:10][C:11]1[CH:16]=[CH:15][C:14]([CH2:17][CH2:18][NH2:19])=[CH:13][CH:12]=1.CCN(C(C)C)C(C)C. Product: [Cl:8][C:6]1[N:5]=[C:4]([NH2:9])[N:3]=[C:2]([NH:19][CH2:18][CH2:17][C:14]2[CH:15]=[CH:16][C:11]([Cl:10])=[CH:12][CH:13]=2)[CH:7]=1. The catalyst class is: 51.